The task is: Predict the reactants needed to synthesize the given product.. This data is from Full USPTO retrosynthesis dataset with 1.9M reactions from patents (1976-2016). (1) Given the product [NH2:26][C:24]1[C:25]2=[C:17]([C:12]3[CH:13]=[CH:14][C:15]4[C:10]([CH:11]=3)=[N:9][N:8]([CH2:1][C:2]3[CH:7]=[CH:6][CH:5]=[CH:4][CH:3]=3)[CH:16]=4)[CH:18]=[C:19]([C:27]3[CH:28]=[CH:29][C:30]([CH2:33][N:35]4[CH2:36][CH2:37][CH:38]([OH:41])[CH2:39]4)=[CH:31][CH:32]=3)[N:20]2[N:21]=[CH:22][N:23]=1, predict the reactants needed to synthesize it. The reactants are: [CH2:1]([N:8]1[CH:16]=[C:15]2[C:10]([CH:11]=[C:12]([C:17]3[CH:18]=[C:19]([C:27]4[CH:32]=[CH:31][C:30]([CH2:33]Br)=[CH:29][CH:28]=4)[N:20]4[C:25]=3[C:24]([NH2:26])=[N:23][CH:22]=[N:21]4)[CH:13]=[CH:14]2)=[N:9]1)[C:2]1[CH:7]=[CH:6][CH:5]=[CH:4][CH:3]=1.[NH2:35][CH:36]1C[CH2:39][CH:38]([OH:41])[CH2:37]1. (2) Given the product [C:1]([O:5][C:6]([NH:8][C:9]1[CH:17]=[CH:16][C:12]([C:13]([NH:22][NH:53][C@H:52]([C:51]([O:50][C:46]([CH3:48])([CH3:49])[CH3:47])=[O:63])[CH2:54][CH2:55][C:56]([O:58][C:59]([CH3:62])([CH3:61])[CH3:60])=[O:57])=[O:15])=[C:11]([N+:18]([O-:20])=[O:19])[CH:10]=1)=[O:7])([CH3:2])([CH3:3])[CH3:4], predict the reactants needed to synthesize it. The reactants are: [C:1]([O:5][C:6]([NH:8][C:9]1[CH:17]=[CH:16][C:12]([C:13]([OH:15])=O)=[C:11]([N+:18]([O-:20])=[O:19])[CH:10]=1)=[O:7])([CH3:4])([CH3:3])[CH3:2].C[N+:22](C)=C(N(C)C)ON1C2C=CC=CC=2N=N1.F[P-](F)(F)(F)(F)F.Cl.[C:46]([O:50][C:51](=[O:63])[C@H:52]([CH2:54][CH2:55][C:56]([O:58][C:59]([CH3:62])([CH3:61])[CH3:60])=[O:57])[NH2:53])([CH3:49])([CH3:48])[CH3:47]. (3) Given the product [CH3:5][O:6][CH2:7][CH2:8][N:9]([CH2:10][CH2:11][O:12][CH3:13])[CH2:1][C:2]#[CH:3], predict the reactants needed to synthesize it. The reactants are: [CH2:1](Br)[C:2]#[CH:3].[CH3:5][O:6][CH2:7][CH2:8][NH:9][CH2:10][CH2:11][O:12][CH3:13].C(=O)([O-])[O-].[Cs+].[Cs+]. (4) Given the product [CH2:1]([C:3]1[N:8]=[N:7][C:6]([C:9]2[C:17]3[C:12](=[N:13][CH:14]=[CH:15][CH:16]=3)[N:11]([CH2:18][C:19]3[CH:24]=[CH:23][CH:22]=[CH:21][C:20]=3[F:25])[N:10]=2)=[N:5][C:4]=1[NH2:32])[CH3:2], predict the reactants needed to synthesize it. The reactants are: [CH2:1]([C:3]1[N:8]=[N:7][C:6]([C:9]2[C:17]3[C:12](=[N:13][CH:14]=[CH:15][CH:16]=3)[N:11]([CH2:18][C:19]3[CH:24]=[CH:23][CH:22]=[CH:21][C:20]=3[F:25])[N:10]=2)=[N:5][C:4]=1O)[CH3:2].P(Cl)(Cl)(Cl)=O.[NH3:32]. (5) Given the product [N:31](=[C:15]1[C@@:14]2([CH3:20])[CH2:13][CH2:12][C@H:11]3[C@H:10]([C@@H:18]2[CH2:17][CH2:16]1)[CH2:9][CH:8]=[C:7]1[C@:2]3([CH3:1])[CH2:3][CH2:4][C:5](=[O:29])[N:6]1[CH2:21][CH2:22][N:23]1[CH2:28][CH2:27][O:26][CH2:25][CH2:24]1)[NH2:32], predict the reactants needed to synthesize it. The reactants are: [CH3:1][C@@:2]12[C@H:11]3[CH2:12][CH2:13][C@@:14]4([CH3:20])[C@H:18]([C@@H:10]3[CH2:9][CH:8]=[C:7]1[N:6]([CH2:21][CH2:22][N:23]1[CH2:28][CH2:27][O:26][CH2:25][CH2:24]1)[C:5](=[O:29])[CH2:4][CH2:3]2)[CH2:17][CH2:16][C:15]4=O.O.[NH2:31][NH2:32].